The task is: Predict which catalyst facilitates the given reaction.. This data is from Catalyst prediction with 721,799 reactions and 888 catalyst types from USPTO. (1) Reactant: [NH:1]1[CH2:6][CH2:5][CH:4]([C:7]2[N:12]=[CH:11][C:10]([NH:13][C:14]3[N:19]=[C:18]([CH2:20][CH2:21][C:22]4[CH:27]=[CH:26][CH:25]=[CH:24][C:23]=4[C:28]4([C:31]([NH2:33])=[O:32])[CH2:30][CH2:29]4)[C:17]([C:34]([F:37])([F:36])[F:35])=[CH:16][N:15]=3)=[CH:9][CH:8]=2)[CH2:3][CH2:2]1.C=O.[C:40](O[BH-](OC(=O)C)OC(=O)C)(=O)C.[Na+]. Product: [CH3:40][N:1]1[CH2:2][CH2:3][CH:4]([C:7]2[N:12]=[CH:11][C:10]([NH:13][C:14]3[N:19]=[C:18]([CH2:20][CH2:21][C:22]4[CH:27]=[CH:26][CH:25]=[CH:24][C:23]=4[C:28]4([C:31]([NH2:33])=[O:32])[CH2:29][CH2:30]4)[C:17]([C:34]([F:35])([F:37])[F:36])=[CH:16][N:15]=3)=[CH:9][CH:8]=2)[CH2:5][CH2:6]1. The catalyst class is: 5. (2) Reactant: CC1C=CC(S(O[CH2:12][C@H:13]2[CH2:18][O:17][C:16]3[CH:19]=[CH:20][C:21]4[O:25][CH2:24][CH2:23][C:22]=4[C:15]=3[O:14]2)(=O)=O)=CC=1.[NH:26]1[CH2:31][CH:30]=[C:29]([C:32]2[C:40]3[C:35](=[CH:36][CH:37]=[CH:38][CH:39]=3)[NH:34][CH:33]=2)[CH2:28][CH2:27]1.C(OCC)(=O)C. Product: [O:14]1[C:15]2[C:22]3[CH2:23][CH2:24][O:25][C:21]=3[CH:20]=[CH:19][C:16]=2[O:17][CH2:18][CH:13]1[CH2:12][N:26]1[CH2:27][CH:28]=[C:29]([C:32]2[C:40]3[C:35](=[CH:36][CH:37]=[CH:38][CH:39]=3)[NH:34][CH:33]=2)[CH2:30][CH2:31]1. The catalyst class is: 16. (3) Reactant: [S:1]1[C:5]2[CH:6]=[CH:7][CH:8]=[CH:9][C:4]=2[CH:3]=[C:2]1[C:10]([NH:12][C@H:13]([C:18]([NH:20][CH2:21][CH2:22][C@@H:23]([NH:36]C(=O)OCC1C=CC=CC=1)[CH2:24][N:25]1[C:33](=[O:34])[C:32]2[C:27](=[CH:28][CH:29]=[CH:30][CH:31]=2)[C:26]1=[O:35])=[O:19])[CH2:14][CH:15]([CH3:17])[CH3:16])=[O:11].B(Br)(Br)Br.[Cl:51][C:52]1[CH:57]=[C:56]([F:58])[CH:55]=[CH:54][C:53]=1[S:59](Cl)(=[O:61])=[O:60].C(N(CC)CC)C. Product: [Cl:51][C:52]1[CH:57]=[C:56]([F:58])[CH:55]=[CH:54][C:53]=1[S:59]([NH:36][C@@H:23]([CH2:24][N:25]1[C:33](=[O:34])[C:32]2[C:27](=[CH:28][CH:29]=[CH:30][CH:31]=2)[C:26]1=[O:35])[CH2:22][CH2:21][NH:20][C:18]([C@@H:13]([NH:12][C:10]([C:2]1[S:1][C:9]2[CH:8]=[CH:7][CH:6]=[CH:5][C:4]=2[CH:3]=1)=[O:11])[CH2:14][CH:15]([CH3:17])[CH3:16])=[O:19])(=[O:61])=[O:60]. The catalyst class is: 4. (4) Reactant: [C:1]1(=[O:10])[C:9]2[C:4](=[CH:5][CH:6]=[CH:7][CH:8]=2)[CH2:3][CH2:2]1.C1C(=O)N([Br:18])C(=O)C1.CC(N=NC(C#N)(C)C)(C#N)C. Product: [Br:18][C:2]1[C:1](=[O:10])[C:9]2[C:4]([CH:3]=1)=[CH:5][CH:6]=[CH:7][CH:8]=2. The catalyst class is: 53. (5) Reactant: Cl.[CH2:2]([N:9]1[CH2:14][CH2:13][C:12](=O)[CH:11](C(OCC)=O)[CH2:10]1)[C:3]1[CH:8]=[CH:7][CH:6]=[CH:5][CH:4]=1.Cl.Cl[CH2:23][C:24]([NH2:26])=[NH:25].[CH3:27][O-:28].[Na+].[CH3:30][OH:31]. Product: [CH2:2]([N:9]1[CH2:14][CH2:13][C:12]2[C:27](=[O:28])[NH:26][C:24]([CH2:23][O:31][CH3:30])=[N:25][C:11]=2[CH2:10]1)[C:3]1[CH:4]=[CH:5][CH:6]=[CH:7][CH:8]=1. The catalyst class is: 6. (6) Reactant: [C:1]([C:5]1[CH:6]=[C:7](C)[CH:8]=[C:9]([C:11](C)(C)C)[CH:10]=1)([CH3:4])([CH3:3])[CH3:2].[Cl:16][S:17](O)(=[O:19])=[O:18]. Product: [C:1]([C:5]1[CH:6]=[CH:7][C:8]([S:17]([Cl:16])(=[O:19])=[O:18])=[C:9]([CH3:11])[CH:10]=1)([CH3:4])([CH3:3])[CH3:2]. The catalyst class is: 2.